Dataset: Reaction yield outcomes from USPTO patents with 853,638 reactions. Task: Predict the reaction yield, written as a fraction of the theoretical maximum amount of product (1.0 means a 100% yield; for example, 0.34 means a 34% yield). (1) The reactants are [CH2:1]([O:3][C:4](=[O:17])[C@:5]([OH:16])([CH3:15])[C@@H:6]([C@H:8]1[CH2:12][O:11][C:10]([CH3:14])([CH3:13])[O:9]1)[OH:7])[CH3:2].[C:18](Cl)([C:20]1[CH:25]=[CH:24][CH:23]=[CH:22][CH:21]=1)=[O:19]. The product is [CH2:1]([O:3][C:4](=[O:17])[C@:5]([OH:16])([CH3:15])[C@@H:6]([C@H:8]1[CH2:12][O:11][C:10]([CH3:13])([CH3:14])[O:9]1)[O:7][C:18](=[O:19])[C:20]1[CH:25]=[CH:24][CH:23]=[CH:22][CH:21]=1)[CH3:2]. The yield is 0.710. The catalyst is N1C=CC=CC=1. (2) The reactants are [OH:1][C:2]1[CH:7]=[CH:6][CH:5]=[CH:4][C:3]=1[C:8]([F:11])([F:10])[F:9].F[C:13]1[CH:18]=[CH:17][C:16]([F:19])=[CH:15][C:14]=1[N+:20]([O-:22])=[O:21].[F:23][C:24]1[CH:25]=[CH:26][C:27]([O:31][C:32]2[CH:37]=[CH:36][CH:35]=[CH:34][C:33]=2[C:38]([F:41])([F:40])[F:39])=[C:28]([CH:30]=1)[NH2:29].[NH2:42][C:43]1[S:44][CH:45]=[CH:46][N:47]=1. No catalyst specified. The product is [F:19][C:16]1[CH:17]=[CH:18][C:13]([O:1][C:2]2[CH:7]=[CH:6][CH:5]=[CH:4][C:3]=2[C:8]([F:9])([F:10])[F:11])=[C:14]([N+:20]([O-:22])=[O:21])[CH:15]=1.[F:23][C:24]1[CH:25]=[CH:26][C:27]([O:31][C:32]2[CH:37]=[CH:36][CH:35]=[CH:34][C:33]=2[C:38]([F:39])([F:40])[F:41])=[C:28]([NH:29][C:2]([NH:42][C:43]2[S:44][CH:45]=[CH:46][N:47]=2)=[O:1])[CH:30]=1. The yield is 0.780. (3) The reactants are [CH2:1]([S:4][C:5]1[S:6][C:7]([C:17]([OH:19])=O)=[C:8]2[C:16]=1[C:15]1[NH:14][N:13]=[CH:12][C:11]=1[CH2:10][CH2:9]2)[CH2:2][CH3:3].[H-].[Na+].[C:22](Cl)(=[O:24])[CH3:23].O.[NH3:27].C(O)(=O)CC(CC(O)=O)(C(O)=O)O. The catalyst is CN(C=O)C. The product is [C:22]([N:13]1[CH:12]=[C:11]2[C:15]([C:16]3[C:8](=[C:7]([C:17]([NH2:27])=[O:19])[S:6][C:5]=3[S:4][CH2:1][CH2:2][CH3:3])[CH2:9][CH2:10]2)=[N:14]1)(=[O:24])[CH3:23]. The yield is 0.430. (4) The yield is 0.760. The product is [Cl:1][C:2]1[CH:7]=[CH:6][CH:5]=[CH:4][C:3]=1[N:8]1[C:12]([NH2:30])=[CH:11][C:10]([C:16]([F:19])([F:18])[F:17])=[N:9]1. The reactants are [Cl:1][C:2]1[CH:7]=[CH:6][CH:5]=[CH:4][C:3]=1[N:8]1[C:12](C(O)=O)=[CH:11][C:10]([C:16]([F:19])([F:18])[F:17])=[N:9]1.S(Cl)(Cl)=O.C(=O)([O-])[O-].[K+].[K+].[N-:30]=[N+]=[N-].[Na+].FC(F)(F)C(O)=O. The catalyst is C(Cl)(Cl)Cl.CN(C)C=O.[Br-].C([N+](CCCC)(CCCC)CCCC)CCC.O.C(OCC)(=O)C.CO. (5) The reactants are [C:1]([O:4][CH2:5][C:6]1[C:7]([N:37]2[CH2:49][CH2:48][N:40]3[C:41]4[CH2:42][CH2:43][CH2:44][CH2:45][C:46]=4[CH:47]=[C:39]3[C:38]2=[O:50])=[N:8][CH:9]=[CH:10][C:11]=1[C:12]1[CH:13]=[C:14]([NH:20][C:21]2[CH:36]=[C:24]3[CH2:25][N:26](C(OC(C)(C)C)=O)[CH2:27][CH2:28][N:23]3[N:22]=2)[C:15](=[O:19])[N:16]([CH3:18])[CH:17]=1)(=[O:3])[CH3:2].Cl.O1CCOCC1. The catalyst is ClCCl. The product is [C:1]([O:4][CH2:5][C:6]1[C:7]([N:37]2[CH2:49][CH2:48][N:40]3[C:41]4[CH2:42][CH2:43][CH2:44][CH2:45][C:46]=4[CH:47]=[C:39]3[C:38]2=[O:50])=[N:8][CH:9]=[CH:10][C:11]=1[C:12]1[CH:13]=[C:14]([NH:20][C:21]2[CH:36]=[C:24]3[CH2:25][NH:26][CH2:27][CH2:28][N:23]3[N:22]=2)[C:15](=[O:19])[N:16]([CH3:18])[CH:17]=1)(=[O:3])[CH3:2]. The yield is 0.660. (6) The reactants are [Br:1][C:2]1[CH:11]=[C:10]2[C:5]([CH:6]=[CH:7][N:8]=[C:9]2[OH:12])=[CH:4][CH:3]=1.Br[CH2:14][C:15]1[CH:20]=[CH:19][C:18]([S:21]([NH2:24])(=[O:23])=[O:22])=[CH:17][CH:16]=1.C(=O)([O-])[O-].[Cs+].[Cs+]. The catalyst is CN(C)C=O. The product is [Br:1][C:2]1[CH:11]=[C:10]2[C:5]([CH:6]=[CH:7][N:8]([CH2:14][C:15]3[CH:16]=[CH:17][C:18]([S:21]([NH2:24])(=[O:23])=[O:22])=[CH:19][CH:20]=3)[C:9]2=[O:12])=[CH:4][CH:3]=1. The yield is 0.461. (7) The reactants are [Li+].CC([N-]C(C)C)C.[C:9]([O:12][C:13]([CH3:16])([CH3:15])[CH3:14])(=[O:11])[CH3:10].[C:17]([C:20]1[C:21]([NH:26][C:27](=[O:32])[C:28]([CH3:31])([CH3:30])[CH3:29])=[N:22][CH:23]=[CH:24][CH:25]=1)(=[O:19])[CH3:18]. The catalyst is C1COCC1. The product is [OH:19][C:17]([C:20]1[C:21]([NH:26][C:27](=[O:32])[C:28]([CH3:31])([CH3:30])[CH3:29])=[N:22][CH:23]=[CH:24][CH:25]=1)([CH3:18])[CH2:10][C:9]([O:12][C:13]([CH3:16])([CH3:15])[CH3:14])=[O:11]. The yield is 0.610. (8) The product is [Br:11][C:12]1[CH:13]=[C:14]([O:8][C:7]2[C:2]([CH3:1])=[N:3][CH:4]=[CH:5][CH:6]=2)[C:15]([C:18]#[N:19])=[N:16][CH:17]=1. The reactants are [CH3:1][C:2]1[C:7]([OH:8])=[CH:6][CH:5]=[CH:4][N:3]=1.[H-].[Na+].[Br:11][C:12]1[CH:13]=[C:14]([N+]([O-])=O)[C:15]([C:18]#[N:19])=[N:16][CH:17]=1.O. The catalyst is CN(C=O)C. The yield is 0.480. (9) The reactants are [Br:1][C:2]1[C:3]([O:11][CH2:12][C:13]2[C:14]([C:19]3[CH:24]=[CH:23][CH:22]=[CH:21][CH:20]=3)=[N:15][O:16][C:17]=2[CH3:18])=[N:4][CH:5]=[C:6]([CH:10]=1)[C:7](O)=[O:8].CC1O[N:29]=[C:28]([C:31]2C=CC=CC=2)[C:27]=1COC1C=CC(C(O)=O)=CN=1.C(N)(C)C. No catalyst specified. The product is [Br:1][C:2]1[C:3]([O:11][CH2:12][C:13]2[C:14]([C:19]3[CH:24]=[CH:23][CH:22]=[CH:21][CH:20]=3)=[N:15][O:16][C:17]=2[CH3:18])=[N:4][CH:5]=[C:6]([CH:10]=1)[C:7]([NH:29][CH:28]([CH3:31])[CH3:27])=[O:8]. The yield is 0.860. (10) The reactants are Cl[C:2]1[CH:11]=[CH:10][CH:9]=[C:8]([N+:12]([O-:14])=[O:13])[C:3]=1[C:4]([O:6][CH3:7])=[O:5].[CH3:15][C:16]1[CH:21]=[C:20]([CH3:22])[CH:19]=[CH:18][C:17]=1B(O)O.[F-].[Cs+]. The catalyst is COCCOC.C(OCC)(=O)C.C1C=CC([P]([Pd]([P](C2C=CC=CC=2)(C2C=CC=CC=2)C2C=CC=CC=2)([P](C2C=CC=CC=2)(C2C=CC=CC=2)C2C=CC=CC=2)[P](C2C=CC=CC=2)(C2C=CC=CC=2)C2C=CC=CC=2)(C2C=CC=CC=2)C2C=CC=CC=2)=CC=1. The product is [CH3:15][C:16]1[CH:21]=[C:20]([CH3:22])[CH:19]=[CH:18][C:17]=1[C:2]1[CH:11]=[CH:10][CH:9]=[C:8]([N+:12]([O-:14])=[O:13])[C:3]=1[C:4]([O:6][CH3:7])=[O:5]. The yield is 0.470.